Dataset: Forward reaction prediction with 1.9M reactions from USPTO patents (1976-2016). Task: Predict the product of the given reaction. (1) Given the reactants [F:1][C:2]1[CH:7]=[CH:6][C:5]([C:8]2[C:17]([N:18]3[CH2:23][CH2:22][NH:21][CH2:20][CH2:19]3)=[N:16][C:15]3[C:10](=[CH:11][CH:12]=[C:13]([C:24]([O:26][CH3:27])=[O:25])[CH:14]=3)[N:9]=2)=[CH:4][CH:3]=1.CCN(CC)CC.[C:35](Cl)(=[O:37])[CH3:36], predict the reaction product. The product is: [C:35]([N:21]1[CH2:22][CH2:23][N:18]([C:17]2[C:8]([C:5]3[CH:6]=[CH:7][C:2]([F:1])=[CH:3][CH:4]=3)=[N:9][C:10]3[C:15]([N:16]=2)=[CH:14][C:13]([C:24]([O:26][CH3:27])=[O:25])=[CH:12][CH:11]=3)[CH2:19][CH2:20]1)(=[O:37])[CH3:36]. (2) Given the reactants C([N-]C(C)C)(C)C.[Li+].O1CCCC1.CCCCCCC.C(C1C=CC=CC=1)C.[Br:29][C:30]1[CH:35]=[C:34]([Si:36]([CH2:41][CH3:42])([CH2:39][CH3:40])[CH2:37][CH3:38])[C:33]([F:43])=[CH:32][N:31]=1.[F:44][CH:45]([F:51])[C:46](OCC)=[O:47], predict the reaction product. The product is: [Br:29][C:30]1[N:31]=[C:32]([C:46](=[O:47])[CH:45]([F:51])[F:44])[C:33]([F:43])=[C:34]([Si:36]([CH2:41][CH3:42])([CH2:39][CH3:40])[CH2:37][CH3:38])[CH:35]=1. (3) Given the reactants [CH:1]1([N:4]2[CH2:12][C:11]3[C:6](=[CH:7][CH:8]=[C:9]([C:13]4[CH2:17][CH2:16][C@:15]([C:22]5[CH:27]=[CH:26][CH:25]=[C:24]([F:28])[C:23]=5[CH3:29])([C:18]([O:20][CH3:21])=[O:19])[CH:14]=4)[CH:10]=3)[C:5]2=[O:30])[CH2:3][CH2:2]1.C([O-])=O.[NH4+], predict the reaction product. The product is: [CH:1]1([N:4]2[CH2:12][C:11]3[C:6](=[CH:7][CH:8]=[C:9]([CH:13]4[CH2:17][CH2:16][C@:15]([C:22]5[CH:27]=[CH:26][CH:25]=[C:24]([F:28])[C:23]=5[CH3:29])([C:18]([O:20][CH3:21])=[O:19])[CH2:14]4)[CH:10]=3)[C:5]2=[O:30])[CH2:2][CH2:3]1.